From a dataset of Reaction yield outcomes from USPTO patents with 853,638 reactions. Predict the reaction yield, written as a fraction of the theoretical maximum amount of product (1.0 means a 100% yield; for example, 0.34 means a 34% yield). The reactants are [CH3:1][O:2][C:3]1[CH:8]=[CH:7][C:6]([C:9]2[O:13][N:12]=[C:11]([CH:14]=O)[CH:10]=2)=[CH:5][CH:4]=1.[CH3:16][O:17][C:18]1[CH:19]=[C:20]([CH:24]=[CH:25][C:26]=1[O:27][CH3:28])[CH2:21][C:22]#[N:23]. No catalyst specified. The product is [CH3:16][O:17][C:18]1[CH:19]=[C:20](/[C:21](=[CH:14]/[C:11]2[CH:10]=[C:9]([C:6]3[CH:5]=[CH:4][C:3]([O:2][CH3:1])=[CH:8][CH:7]=3)[O:13][N:12]=2)/[C:22]#[N:23])[CH:24]=[CH:25][C:26]=1[O:27][CH3:28]. The yield is 0.360.